From a dataset of Forward reaction prediction with 1.9M reactions from USPTO patents (1976-2016). Predict the product of the given reaction. Given the reactants C(O[C:6]([C:8]1[N:9]=[C:10]([C:19]#[N:20])[C:11]2[C:16]([C:17]=1[OH:18])=[CH:15][CH:14]=[CH:13][CH:12]=2)=[O:7])CCC.[NH2:21][C@H:22]([C:24]([OH:26])=[O:25])[CH3:23].CO[Na].CO, predict the reaction product. The product is: [C:19]([C:10]1[C:11]2[C:16](=[CH:15][CH:14]=[CH:13][CH:12]=2)[C:17]([OH:18])=[C:8]([C:6]([NH:21][C@@H:22]([CH3:23])[C:24]([OH:26])=[O:25])=[O:7])[N:9]=1)#[N:20].